This data is from Reaction yield outcomes from USPTO patents with 853,638 reactions. The task is: Predict the reaction yield, written as a fraction of the theoretical maximum amount of product (1.0 means a 100% yield; for example, 0.34 means a 34% yield). (1) The reactants are [F:1][C:2]1[CH:17]=[C:16]([CH:18]=O)[CH:15]=[CH:14][C:3]=1[O:4][C:5]1[CH:6]=[CH:7][C:8]([C:11]([NH2:13])=[O:12])=[N:9][CH:10]=1.[CH3:20][C:21]([CH3:26])([CH3:25])[CH2:22][CH2:23][NH2:24].[BH4-].[Na+]. The catalyst is CO. The product is [CH3:20][C:21]([CH3:26])([CH3:25])[CH2:22][CH2:23][NH:24][CH2:18][C:16]1[CH:15]=[CH:14][C:3]([O:4][C:5]2[CH:6]=[CH:7][C:8]([C:11]([NH2:13])=[O:12])=[N:9][CH:10]=2)=[C:2]([F:1])[CH:17]=1. The yield is 0.630. (2) The reactants are [N+:1]([C:4]1[CH:9]=[CH:8][C:7]([C:10](=O)[CH3:11])=[CH:6][CH:5]=1)([O-:3])=[O:2].CO[CH:15](OC)[NH2:16].O.[NH2:20]N. The catalyst is CN(C)C=O. The product is [N+:1]([C:4]1[CH:9]=[CH:8][C:7]([C:10]2[NH:20][N:16]=[CH:15][CH:11]=2)=[CH:6][CH:5]=1)([O-:3])=[O:2]. The yield is 0.980. (3) The reactants are [Br:1][C:2]1[C:6]([CH2:7]Cl)=[CH:5][N:4]([C:9]([CH2:12][CH3:13])([CH3:11])[CH3:10])[N:3]=1.[I-:14].[Na+]. The catalyst is CC(C)=O. The product is [Br:1][C:2]1[C:6]([CH2:7][I:14])=[CH:5][N:4]([C:9]([CH2:12][CH3:13])([CH3:11])[CH3:10])[N:3]=1. The yield is 0.850. (4) The reactants are [C:1]([C:3]1[CH:4]=[C:5]2[C:10](=[CH:11][C:12]=1[O:13][C:14]1[CH:19]=[CH:18][C:17]([C:20](=[O:32])[NH:21][C:22]3[CH:27]=[CH:26][CH:25]=[C:24]([C:28]([F:31])([F:30])[F:29])[CH:23]=3)=[CH:16][CH:15]=1)[O:9][CH2:8][CH2:7][CH:6]2[C:33]([O:35]C)=[O:34])#[N:2].[OH-].[Na+]. The catalyst is C1COCC1.CO. The product is [C:1]([C:3]1[CH:4]=[C:5]2[C:10](=[CH:11][C:12]=1[O:13][C:14]1[CH:15]=[CH:16][C:17]([C:20](=[O:32])[NH:21][C:22]3[CH:27]=[CH:26][CH:25]=[C:24]([C:28]([F:31])([F:30])[F:29])[CH:23]=3)=[CH:18][CH:19]=1)[O:9][CH2:8][CH2:7][CH:6]2[C:33]([OH:35])=[O:34])#[N:2]. The yield is 0.542. (5) The reactants are [NH2:1][C:2]1[C:11]2[C:6](=[C:7](I)[CH:8]=[CH:9][CH:10]=2)[N:5]=[N:4][C:3]=1[C:13]([NH:15][CH2:16][CH2:17][CH3:18])=[O:14].C[Sn](C)(C)[C:21]1[CH:22]=[N:23][CH:24]=[C:25]([C:27]([N:29]2[CH2:32][CH2:31][CH2:30]2)=[O:28])[CH:26]=1. No catalyst specified. The product is [NH2:1][C:2]1[C:11]2[C:6](=[C:7]([C:21]3[CH:22]=[N:23][CH:24]=[C:25]([C:27]([N:29]4[CH2:30][CH2:31][CH2:32]4)=[O:28])[CH:26]=3)[CH:8]=[CH:9][CH:10]=2)[N:5]=[N:4][C:3]=1[C:13]([NH:15][CH2:16][CH2:17][CH3:18])=[O:14]. The yield is 0.440.